This data is from Full USPTO retrosynthesis dataset with 1.9M reactions from patents (1976-2016). The task is: Predict the reactants needed to synthesize the given product. The reactants are: [C:1]([O:4][C@H:5]1[C@H:12]([O:13][Si:14]([C:17]([CH3:20])([CH3:19])[CH3:18])([CH3:16])[CH3:15])[C:9]2([CH2:11][CH2:10]2)[O:8][C@@H:7]([C:21]2[CH:26]=[CH:25][N:24]=[CH:23][C:22]=2[N+:27]([O-])=O)[CH2:6]1)(=[O:3])[CH3:2]. Given the product [C:1]([O:4][C@@H:5]1[C@@H:12]([O:13][Si:14]([C:17]([CH3:20])([CH3:19])[CH3:18])([CH3:15])[CH3:16])[C:9]2([CH2:10][CH2:11]2)[O:8][C@H:7]([C:21]2[CH:26]=[CH:25][N:24]=[CH:23][C:22]=2[NH2:27])[CH2:6]1)(=[O:3])[CH3:2].[C:1]([O:4][C@H:5]1[C@H:12]([O:13][Si:14]([C:17]([CH3:20])([CH3:19])[CH3:18])([CH3:15])[CH3:16])[C:9]2([CH2:10][CH2:11]2)[O:8][C@@H:7]([C:21]2[CH:26]=[CH:25][N:24]=[CH:23][C:22]=2[NH2:27])[CH2:6]1)(=[O:3])[CH3:2], predict the reactants needed to synthesize it.